The task is: Predict the product of the given reaction.. This data is from Forward reaction prediction with 1.9M reactions from USPTO patents (1976-2016). (1) Given the reactants C(O[C:4]1[O:8][C:7]([CH2:9][CH2:10][C:11]([O:13][CH3:14])=[O:12])=[N:6][CH:5]=1)C.[C:15]1(=O)[O:20][C:18](=[O:19])[CH:17]=C1.C[Si](C=[N+]=[N-])(C)C.[CH2:29]([O:31][CH2:32][CH3:33])C.Cl.C[OH:36], predict the reaction product. The product is: [OH:8][C:4]1[C:17]([C:18]([O:20][CH3:15])=[O:19])=[C:33]([C:32]([O:31][CH3:29])=[O:36])[C:7]([CH2:9][CH2:10][C:11]([O:13][CH3:14])=[O:12])=[N:6][CH:5]=1. (2) The product is: [CH:16]([C:2]1[CH:7]=[CH:6][C:5]([C@@H:8]([NH:10][C:11]([CH:13]2[CH2:15][CH2:14]2)=[O:12])[CH3:9])=[CH:4][CH:3]=1)=[O:18]. Given the reactants Br[C:2]1[CH:7]=[CH:6][C:5]([C@@H:8]([NH:10][C:11]([CH:13]2[CH2:15][CH2:14]2)=[O:12])[CH3:9])=[CH:4][CH:3]=1.[C:16]([O-])(=[O:18])C.[Na+], predict the reaction product. (3) Given the reactants [CH3:1][O:2][C:3](=[O:32])[C:4]1[CH:9]=[CH:8][C:7]([CH2:10][N:11]2[CH:15]=[C:14]([C:16]3[CH:21]=[CH:20][C:19]([Cl:22])=[CH:18][C:17]=3[Cl:23])[N:13]=[C:12]2[CH2:24][C:25]2[CH:30]=[CH:29][C:28](Br)=[CH:27][CH:26]=2)=[CH:6][CH:5]=1.[F:33][C:34]([F:45])([F:44])[C:35]1[CH:40]=[CH:39][C:38](B(O)O)=[CH:37][CH:36]=1, predict the reaction product. The product is: [CH3:1][O:2][C:3](=[O:32])[C:4]1[CH:9]=[CH:8][C:7]([CH2:10][N:11]2[CH:15]=[C:14]([C:16]3[CH:21]=[CH:20][C:19]([Cl:22])=[CH:18][C:17]=3[Cl:23])[N:13]=[C:12]2[CH2:24][C:25]2[CH:30]=[CH:29][C:28]([C:38]3[CH:39]=[CH:40][C:35]([C:34]([F:45])([F:44])[F:33])=[CH:36][CH:37]=3)=[CH:27][CH:26]=2)=[CH:6][CH:5]=1. (4) Given the reactants [CH2:1]([O:3][C:4]1([O:13][CH2:14][CH3:15])[CH2:7][CH:6]([C:8](OCC)=[O:9])[CH2:5]1)[CH3:2].[H-].[Al+3].[Li+].[H-].[H-].[H-].O1CCCC1.C([O-])(=O)C(C(C([O-])=O)O)O.[Na+].[K+], predict the reaction product. The product is: [CH2:14]([O:13][C:4]1([O:3][CH2:1][CH3:2])[CH2:7][CH:6]([CH2:8][OH:9])[CH2:5]1)[CH3:15]. (5) Given the reactants [C:1]([O:5][C:6]([N:8]1[CH2:11][CH2:10][C@H:9]1[C:12](=[O:34])[NH:13][C:14]1[CH:15]=[C:16]([C:25]2[CH:30]=[CH:29][C:28]([C:31]([OH:33])=O)=[CH:27][CH:26]=2)[C:17]([O:20][C:21]([F:24])([F:23])[F:22])=[CH:18][CH:19]=1)=[O:7])([CH3:4])([CH3:3])[CH3:2].[CH3:35][S:36]([N:39]1[CH2:44][CH2:43][N:42]([CH2:45][C:46]2[CH:51]=[CH:50][C:49]([NH2:52])=[CH:48][CH:47]=2)[CH2:41][CH2:40]1)(=[O:38])=[O:37].CN(C(ON1N=NC2C=CC=CC1=2)=[N+](C)C)C.F[P-](F)(F)(F)(F)F.CN1CCOCC1, predict the reaction product. The product is: [C:1]([O:5][C:6]([N:8]1[CH2:11][CH2:10][C@H:9]1[C:12](=[O:34])[NH:13][C:14]1[CH:15]=[C:16]([C:25]2[CH:26]=[CH:27][C:28]([C:31](=[O:33])[NH:52][C:49]3[CH:50]=[CH:51][C:46]([CH2:45][N:42]4[CH2:41][CH2:40][N:39]([S:36]([CH3:35])(=[O:38])=[O:37])[CH2:44][CH2:43]4)=[CH:47][CH:48]=3)=[CH:29][CH:30]=2)[C:17]([O:20][C:21]([F:23])([F:22])[F:24])=[CH:18][CH:19]=1)=[O:7])([CH3:3])([CH3:2])[CH3:4]. (6) Given the reactants [CH3:1][N:2]1[C:6]([CH3:7])=[C:5]([C:8]([NH:10][C:11]2[CH:26]=[CH:25][C:14]([O:15][C:16]3[CH:21]=[CH:20][N:19]=[C:18](C(N)=O)[CH:17]=3)=[CH:13][C:12]=2[F:27])=[O:9])[C:4](=[O:28])[N:3]1[C:29]1[CH:34]=[CH:33][CH:32]=[CH:31][CH:30]=1.CC#[N:37].O.C(OI(C1C=CC=CC=1)OC(=O)C)(=O)C, predict the reaction product. The product is: [NH2:37][C:18]1[CH:17]=[C:16]([O:15][C:14]2[CH:25]=[CH:26][C:11]([NH:10][C:8]([C:5]3[C:4](=[O:28])[N:3]([C:29]4[CH:30]=[CH:31][CH:32]=[CH:33][CH:34]=4)[N:2]([CH3:1])[C:6]=3[CH3:7])=[O:9])=[C:12]([F:27])[CH:13]=2)[CH:21]=[CH:20][N:19]=1. (7) Given the reactants CO[CH:3](OC)[CH2:4][N:5]([CH2:16][C:17]1[CH:22]=[C:21]([F:23])[C:20]([F:24])=[C:19]([F:25])[CH:18]=1)S(C1C=CC(C)=CC=1)(=O)=O.FC1C=C2C(=CC=1)C=NC=C2, predict the reaction product. The product is: [F:25][C:19]1[C:20]([F:24])=[C:21]([F:23])[CH:22]=[C:17]2[C:18]=1[CH:3]=[CH:4][N:5]=[CH:16]2. (8) Given the reactants [NH:1]1[CH2:6][CH2:5][O:4][CH2:3][CH:2]1[C:7]([OH:9])=[O:8].C(N(CC)CC)C.[C:17](O[C:17]([O:19][C:20]([CH3:23])([CH3:22])[CH3:21])=[O:18])([O:19][C:20]([CH3:23])([CH3:22])[CH3:21])=[O:18].C([O-])(O)=O.[Na+], predict the reaction product. The product is: [C:20]([O:19][C:17]([N:1]1[CH2:6][CH2:5][O:4][CH2:3][CH:2]1[C:7]([OH:9])=[O:8])=[O:18])([CH3:23])([CH3:22])[CH3:21].